From a dataset of Cav3 T-type calcium channel HTS with 100,875 compounds. Binary Classification. Given a drug SMILES string, predict its activity (active/inactive) in a high-throughput screening assay against a specified biological target. (1) The compound is O=C(Nc1cc(ccc1)C(OC)=O)CN1CCN(CC1)c1ccc(OC)cc1. The result is 0 (inactive). (2) The drug is O=C1N(C(=O)C2C1C1CC2C=C1)c1nc([nH]n1)c1ccccc1. The result is 0 (inactive). (3) The compound is o1c(nc2c1ccc(c2)C)c1cc(NC(=O)c2cc(OC)c(OC)c(OC)c2)c(cc1)C. The result is 0 (inactive).